Dataset: Experimentally validated miRNA-target interactions with 360,000+ pairs, plus equal number of negative samples. Task: Binary Classification. Given a miRNA mature sequence and a target amino acid sequence, predict their likelihood of interaction. (1) The miRNA is mmu-let-7e-5p with sequence UGAGGUAGGAGGUUGUAUAGUU. The protein sequence of the target gene is MALWVTAVLALACLGGLAAPGPVPRSVSLPLTLKELIEELSNITQDQTPLCNGSMVWSVDLAAGGFCVALDSLTNISNCNAIYRTQRILHGLCNRKAPTTVSSLPDTKIEVAHFITKLLSYTKQLFRHGPF. Result: 1 (interaction). (2) The miRNA is mmu-miR-1954 with sequence ACUGCAGAGUGAGACCCUGUU. The protein sequence of the target gene is MASLPPHAGPATPLSPTRLSRLQEKEELRELNDRLAHYIDRVRALELENDRLLLRISEKEEVTTREVSGIKTLYESELADARRVLDETARERARLQIEIGKVQAELEEARKSAKKREGELTVAQGRVKDLESLFHRSEAELATALSDKQGLETEVAELRAQLAKAEDGHAVAKKQLEKETLMRVDLENRCQSLQEELAFSKSVFEEEVRETRRRHERRLVEVDSSRQQEYDFKMAQALEDLRSQHDEQVRLYRVELEQTYQAKLDNAKLLSDQNDKAAHAAREELKEARMRVESLSYQLL.... Result: 0 (no interaction). (3) The miRNA is hsa-miR-1827 with sequence UGAGGCAGUAGAUUGAAU. The protein sequence of the target gene is MSRPRFNPRGDFPLQRPRAPNPSGMRPPGPFMRPGSMGLPRFYPAGRARGIPHRFAGHESYQNMGPQRMNVQVTQHRTDPRLTKEKLDFHEAQQKKGKPHGSRWDDEPHISASVAVKQSSVTQVTEQSPKVQSRYTKESASSILASFGLSNEDLEELSRYPDEQLTPENMPLILRDIRMRKMGRRLPNLPSQSRNKETLGSEAVSSNVIDYGHASKYGYTEDPLEVRIYDPEIPTDEVENEFQSQQNISASVPNPNVICNSMFPVEDVFRQMDFPGESSNNRSFFSVESGTKMSGLHISG.... Result: 1 (interaction). (4) The miRNA is mmu-miR-764-3p with sequence AGGAGGCCAUAGUGGCAACUGU. The protein sequence of the target gene is MRARRGLLRLPRRSLLAALFFFSLSSSLLYFVYVAPGIVNTYLFMVQAQGILLRDNVRTIGAQVYEQVVRSAYAKRNSSLNDSDYPLDLNHSEAFPPTTTFLPEDFTYFANHPCPERLPSMKGPIDINMSEIAMDDIHELFSRDPAIKLGGHWKPADCVPRWKVAILIPFRNRHEHLPVLLRHLLPMLQRQRLQFAFYVIEQVGTQPFNRAMLFNVGFQEAMKDLDWDCLIFHDVDHIPESDRNYYGCGQMPRHFATKLDKYMYLLPYTEFFGGVSGLTVEQFRKINGFPNAFWGWGGED.... Result: 0 (no interaction). (5) The miRNA is hsa-miR-656-3p with sequence AAUAUUAUACAGUCAACCUCU. The protein sequence of the target gene is MERSEPLAVLSCEEASCSSWGACGASKNLPTMTTESLEIDDGLYSRQRYVLGDTAMQKMAKSCVFLSGMGGLGVEIAKNLVLAGIKALTIHDTKKCQAWDLGTNFFLCEDDVVNERNRAEAVLHRIAELNPYVQVSSSSAPLDETTDLSFLEKYQCVVLTEIKLTLQKKINNFCHSHCPPIKFISADVHGIWSRLFCDFGDEFEVSDTTGEEPKEIFISNITQANPGIVTCLESHPHKLETGQFLTFREIHGMTGLNGSVQQITVISPFSFSIGDTTKLDPYLHGGIAVQVKTPKTFCFE.... Result: 0 (no interaction).